From a dataset of Full USPTO retrosynthesis dataset with 1.9M reactions from patents (1976-2016). Predict the reactants needed to synthesize the given product. (1) Given the product [NH2:19][C:18]1[N:11]([C:8]2[CH:9]=[CH:10][C:5]([C:4]([O:3][CH2:1][CH3:2])=[O:13])=[CH:6][CH:7]=2)[N:12]=[C:16]([C:15]([F:22])([F:21])[F:14])[CH:17]=1, predict the reactants needed to synthesize it. The reactants are: [CH2:1]([O:3][C:4](=[O:13])[C:5]1[CH:10]=[CH:9][C:8]([NH:11][NH2:12])=[CH:7][CH:6]=1)[CH3:2].[F:14][C:15]([F:22])([F:21])[C:16](=O)[CH2:17][C:18]#[N:19]. (2) Given the product [CH:1]([C:4]1[N:8]([C:9]2[N:17]=[C:16]3[C:12]([N:13]=[C:14]([CH2:19][N:31]4[CH2:34][CH:33]([N:35]5[CH2:40][CH2:39][CH:38]([OH:41])[CH2:37][CH2:36]5)[CH2:32]4)[N:15]3[CH3:18])=[C:11]([N:21]3[CH2:22][CH2:23][O:24][CH2:25][CH2:26]3)[N:10]=2)[C:7]2[CH:27]=[CH:28][CH:29]=[CH:30][C:6]=2[N:5]=1)([CH3:2])[CH3:3], predict the reactants needed to synthesize it. The reactants are: [CH:1]([C:4]1[N:8]([C:9]2[N:17]=[C:16]3[C:12]([N:13]=[C:14]([CH:19]=O)[N:15]3[CH3:18])=[C:11]([N:21]3[CH2:26][CH2:25][O:24][CH2:23][CH2:22]3)[N:10]=2)[C:7]2[CH:27]=[CH:28][CH:29]=[CH:30][C:6]=2[N:5]=1)([CH3:3])[CH3:2].[NH:31]1[CH2:34][CH:33]([N:35]2[CH2:40][CH2:39][CH:38]([OH:41])[CH2:37][CH2:36]2)[CH2:32]1.C(O[BH-](OC(=O)C)OC(=O)C)(=O)C.[Na+]. (3) Given the product [F:1][C:2]1[CH:10]=[CH:9][CH:8]=[C:7]2[C:3]=1[C:4]([C:11]([NH:13][C@H:14]1[CH2:19][CH2:18][CH2:17][CH2:16][C@@H:15]1[OH:20])=[O:12])=[CH:5][N:6]2[CH2:22][C:23]1[CH:24]=[CH:25][C:26]([C:29]2[N:33]([CH2:34][C:35]3[CH:36]=[CH:37][C:38]([O:41][CH3:42])=[CH:39][CH:40]=3)[N:32]=[CH:31][CH:30]=2)=[CH:27][CH:28]=1, predict the reactants needed to synthesize it. The reactants are: [F:1][C:2]1[CH:10]=[CH:9][CH:8]=[C:7]2[C:3]=1[C:4]([C:11]([NH:13][C@H:14]1[CH2:19][CH2:18][CH2:17][CH2:16][C@@H:15]1[OH:20])=[O:12])=[CH:5][NH:6]2.Cl[CH2:22][C:23]1[CH:28]=[CH:27][C:26]([C:29]2[N:33]([CH2:34][C:35]3[CH:40]=[CH:39][C:38]([O:41][CH3:42])=[CH:37][CH:36]=3)[N:32]=[CH:31][CH:30]=2)=[CH:25][CH:24]=1. (4) Given the product [O:11]1[C:15]2[CH:16]=[CH:17][C:18]([CH:20]3[N:10]([C:8]4[CH:7]=[CH:6][C:5]5[NH:1][CH:2]=[N:3][C:4]=5[CH:9]=4)[C:24](=[O:22])[NH:25][C:34]3=[N:33][CH2:35][CH2:36][CH2:37][N:38]3[CH2:42][CH2:41][CH2:40][C:39]3=[O:43])=[CH:19][C:14]=2[O:13][CH2:12]1, predict the reactants needed to synthesize it. The reactants are: [NH:1]1[C:5]2[CH:6]=[CH:7][C:8]([NH2:10])=[CH:9][C:4]=2[N:3]=[CH:2]1.[O:11]1[C:15]2[CH:16]=[CH:17][C:18]([CH:20]=O)=[CH:19][C:14]=2[O:13][CH2:12]1.[O:22]([C:24]#[N:25])[K].Cl.N1C=CC=CC=1.[N+:33]([CH2:35][CH2:36][CH2:37][N:38]1[CH2:42][CH2:41][CH2:40][C:39]1=[O:43])#[C-:34]. (5) Given the product [C:1]1([C:27]2[CH:32]=[CH:31][CH:30]=[CH:29][CH:28]=2)[CH:2]=[CH:3][C:4]([C:7]([N:9]2[CH2:13][C:12](=[N:35][N:34]([CH3:36])[CH3:33])[CH2:11][C@H:10]2[C:15]([NH:17][CH2:18][CH:19]([OH:26])[C:20]2[CH:25]=[CH:24][CH:23]=[CH:22][CH:21]=2)=[O:16])=[O:8])=[CH:5][CH:6]=1, predict the reactants needed to synthesize it. The reactants are: [C:1]1([C:27]2[CH:32]=[CH:31][CH:30]=[CH:29][CH:28]=2)[CH:6]=[CH:5][C:4]([C:7]([N:9]2[CH2:13][C:12](=O)[CH2:11][C@H:10]2[C:15]([NH:17][CH2:18][CH:19]([OH:26])[C:20]2[CH:25]=[CH:24][CH:23]=[CH:22][CH:21]=2)=[O:16])=[O:8])=[CH:3][CH:2]=1.[CH3:33][N:34]([CH3:36])[NH2:35]. (6) Given the product [NH2:1][C:2]1[CH:7]=[C:6]([O:8][C:9]2[CH:14]=[CH:13][C:12]([NH2:15])=[CH:11][C:10]=2[F:18])[CH:5]=[CH:4][N:3]=1, predict the reactants needed to synthesize it. The reactants are: [NH2:1][C:2]1[CH:7]=[C:6]([O:8][C:9]2[CH:14]=[CH:13][C:12]([N+:15]([O-])=O)=[CH:11][C:10]=2[F:18])[CH:5]=[CH:4][N:3]=1.[H][H]. (7) Given the product [CH3:1][O:2][C:3]1[CH:4]=[CH:5][C:6]([CH2:7][N:8]2[C:12]3=[N:13][C:14]([NH:17][CH2:18][C:19]4[CH:24]=[CH:23][C:22]([O:25][CH3:26])=[CH:21][CH:20]=4)=[CH:15][CH:16]=[C:11]3[C:10]([CH2:27][OH:28])=[N:9]2)=[CH:34][CH:35]=1, predict the reactants needed to synthesize it. The reactants are: [CH3:1][O:2][C:3]1[CH:35]=[CH:34][C:6]([CH2:7][N:8]2[C:12]3=[N:13][C:14]([NH:17][CH2:18][C:19]4[CH:24]=[CH:23][C:22]([O:25][CH3:26])=[CH:21][CH:20]=4)=[CH:15][CH:16]=[C:11]3[C:10]([C:27](OC(C)(C)C)=[O:28])=[N:9]2)=[CH:5][CH:4]=1.[H-].[H-].[H-].[H-].[Li+].[Al+3].O.[OH-].[Na+].